Task: Predict the product of the given reaction.. Dataset: Forward reaction prediction with 1.9M reactions from USPTO patents (1976-2016) (1) Given the reactants [O:1]1[CH2:6][CH2:5][N:4]([C:7]2[CH:8]=[CH:9][C:10]([CH2:13][O:14][C:15]3[CH:22]=[CH:21][C:18]([C:19]#N)=[CH:17][CH:16]=3)=[N:11][CH:12]=2)[CH2:3][CH2:2]1.CCO.[OH-:26].[Na+].[OH2:28], predict the reaction product. The product is: [O:1]1[CH2:6][CH2:5][N:4]([C:7]2[CH:8]=[CH:9][C:10]([CH2:13][O:14][C:15]3[CH:22]=[CH:21][C:18]([C:19]([OH:28])=[O:26])=[CH:17][CH:16]=3)=[N:11][CH:12]=2)[CH2:3][CH2:2]1. (2) Given the reactants [N:1]([CH2:4][CH2:5][CH2:6][C:7]1[O:8][CH:9]=[CH:10][CH:11]=1)=[N+]=[N-], predict the reaction product. The product is: [O:8]1[CH:9]=[CH:10][CH:11]=[C:7]1[CH2:6][CH2:5][CH2:4][NH2:1]. (3) Given the reactants [CH2:1]([S:4]([N:7]1[CH2:10][CH:9]([OH:11])[CH2:8]1)(=[O:6])=[O:5])[CH2:2][CH3:3].[CH3:12][S:13](Cl)(=[O:15])=[O:14].ClCCl, predict the reaction product. The product is: [CH2:1]([S:4]([N:7]1[CH2:8][CH:9]([O:11][S:13]([CH3:12])(=[O:15])=[O:14])[CH2:10]1)(=[O:6])=[O:5])[CH2:2][CH3:3]. (4) Given the reactants [H-].[Na+].[N+:3]([C:6]1[CH:7]=[C:8]2[C:12](=[CH:13][CH:14]=1)[NH:11][CH2:10][CH2:9]2)([O-:5])=[O:4].[CH3:15]I.[NH4+].[Cl-], predict the reaction product. The product is: [CH3:15][N:11]1[C:12]2[C:8](=[CH:7][C:6]([N+:3]([O-:5])=[O:4])=[CH:14][CH:13]=2)[CH2:9][CH2:10]1. (5) Given the reactants [CH3:1][C:2]1([CH2:6][S:7][CH2:8][C:9]2([CH3:13])[CH2:12][O:11][CH2:10]2)[CH2:5][O:4][CH2:3]1.C[OH:15], predict the reaction product. The product is: [S:7]([CH2:6][C:2]1([CH3:1])[CH2:5][O:4][CH2:3]1)([CH2:8][C:9]1([CH3:13])[CH2:10][O:11][CH2:12]1)=[O:15]. (6) Given the reactants [NH:1]1[CH2:6][CH2:5][O:4][CH2:3][CH2:2]1.[CH3:7][N:8]1[C:12]([C:13](=[O:29])[NH:14][C:15]2[CH:16]=[CH:17][C:18]3[N:19]([N:21]=[C:22]([N:24]4[CH2:28][CH2:27][CH2:26][CH2:25]4)[N:23]=3)[CH:20]=2)=[C:11]([C:30](O)=[O:31])[CH:10]=[N:9]1, predict the reaction product. The product is: [N:24]1([C:22]2[N:23]=[C:18]3[CH:17]=[CH:16][C:15]([NH:14][C:13]([C:12]4[N:8]([CH3:7])[N:9]=[CH:10][C:11]=4[C:30]([N:1]4[CH2:6][CH2:5][O:4][CH2:3][CH2:2]4)=[O:31])=[O:29])=[CH:20][N:19]3[N:21]=2)[CH2:28][CH2:27][CH2:26][CH2:25]1. (7) Given the reactants [N:1]([O-])=O.[Na+].[N+:5]([C:8]1[CH:14]=[CH:13][C:11]([NH2:12])=[CH:10][CH:9]=1)([O-:7])=[O:6].[ClH:15], predict the reaction product. The product is: [Cl-:15].[N+:5]([C:8]1[CH:14]=[CH:13][C:11]([N+:12]#[N:1])=[CH:10][CH:9]=1)([O-:7])=[O:6]. (8) Given the reactants [O:1]1[CH:5]=[CH:4][CH:3]=[C:2]1[C:6](=O)[CH2:7][C:8]([O:10][CH2:11][CH3:12])=[O:9].COC(OC)[N:17]([CH3:19])C.[Sn](Cl)(Cl)(Cl)Cl.[F:27][C:28]1[CH:33]=[CH:32][C:31]([NH:34]N)=[CH:30][C:29]=1[C:36]#[N:37], predict the reaction product. The product is: [C:36]([C:29]1[CH:30]=[C:31]([N:34]2[C:6]([C:2]3[O:1][CH:5]=[CH:4][CH:3]=3)=[C:7]([C:8]([O:10][CH2:11][CH3:12])=[O:9])[CH:19]=[N:17]2)[CH:32]=[CH:33][C:28]=1[F:27])#[N:37].